This data is from Full USPTO retrosynthesis dataset with 1.9M reactions from patents (1976-2016). The task is: Predict the reactants needed to synthesize the given product. (1) Given the product [Br:8][C:17]1[CH:18]=[C:19]([S:22]([NH2:25])(=[O:24])=[O:23])[N:20]([CH3:21])[C:16]=1[CH2:15][CH:9]1[CH2:10][CH2:11][CH2:12][CH2:13][CH2:14]1, predict the reactants needed to synthesize it. The reactants are: C1C(=O)N([Br:8])C(=O)C1.[CH:9]1([CH2:15][C:16]2[N:20]([CH3:21])[C:19]([S:22]([NH2:25])(=[O:24])=[O:23])=[CH:18][CH:17]=2)[CH2:14][CH2:13][CH2:12][CH2:11][CH2:10]1.O. (2) The reactants are: Br[C:2]1[C:7]2=[N:8][C:9]([C:12]([NH2:14])=[O:13])=[CH:10][N:11]=[C:6]2[CH:5]=[N:4][CH:3]=1.[F:15][C:16]([F:27])([F:26])[C:17]1[CH:22]=[CH:21][C:20](B(O)O)=[CH:19][CH:18]=1.C(=O)([O-])[O-].[Cs+].[Cs+].O1CCOCC1. Given the product [F:15][C:16]([F:27])([F:26])[C:17]1[CH:22]=[CH:21][C:20]([C:2]2[C:7]3=[N:8][C:9]([C:12]([NH2:14])=[O:13])=[CH:10][N:11]=[C:6]3[CH:5]=[N:4][CH:3]=2)=[CH:19][CH:18]=1, predict the reactants needed to synthesize it. (3) Given the product [CH3:1][O:2][C:3](=[O:21])[CH2:4][CH2:5][C:6]1[C:14]2[C:9](=[CH:10][CH:11]=[C:12]([C:15]3[CH:16]=[CH:17][CH:18]=[CH:19][CH:20]=3)[CH:13]=2)[N:8]([S:53]([C:50]2[CH:49]=[CH:48][C:47]([O:46][C:45]3[CH:57]=[CH:58][C:42]([C:41]([F:40])([F:59])[F:60])=[CH:43][CH:44]=3)=[CH:52][CH:51]=2)(=[O:55])=[O:54])[CH:7]=1, predict the reactants needed to synthesize it. The reactants are: [CH3:1][O:2][C:3](=[O:21])[CH2:4][CH2:5][C:6]1[C:14]2[C:9](=[CH:10][CH:11]=[C:12]([C:15]3[CH:20]=[CH:19][CH:18]=[CH:17][CH:16]=3)[CH:13]=2)[NH:8][CH:7]=1.CCN(P1(N(C)CCCN1C)=NC(C)(C)C)CC.[F:40][C:41]([F:60])([F:59])[C:42]1[CH:58]=[CH:57][C:45]([O:46][C:47]2[CH:52]=[CH:51][C:50]([S:53](Cl)(=[O:55])=[O:54])=[CH:49][CH:48]=2)=[CH:44][CH:43]=1. (4) Given the product [CH3:3][O:4][C:5](=[O:15])[C:6]1[CH:11]=[C:10]([O:12][CH2:19][CH:20]=[C:21]([Cl:23])[Cl:22])[CH:9]=[C:8]([Cl:13])[C:7]=1[O:14][CH2:19][CH:20]=[C:21]([Cl:23])[Cl:22], predict the reactants needed to synthesize it. The reactants are: [H-].[Na+].[CH3:3][O:4][C:5](=[O:15])[C:6]1[CH:11]=[C:10]([OH:12])[CH:9]=[C:8]([Cl:13])[C:7]=1[OH:14].[H][H].Br[CH2:19][CH:20]=[C:21]([Cl:23])[Cl:22]. (5) Given the product [OH:1][C:2]1[C:11]([CH:12]([OH:15])[CH2:13][CH3:14])=[C:10]2[C:5]([C:6]([CH2:17][CH2:18][CH3:19])=[CH:7][C:8](=[O:16])[O:9]2)=[C:4]2[O:20][C:21]([CH3:25])([CH3:24])[CH2:22][CH2:23][C:3]=12, predict the reactants needed to synthesize it. The reactants are: [OH:1][C:2]1[C:11]([CH:12]([OH:15])[CH2:13][CH3:14])=[C:10]2[C:5]([C:6]([CH2:17][CH2:18][CH3:19])=[CH:7][C:8](=[O:16])[O:9]2)=[C:4]2[O:20][C:21]([CH3:25])([CH3:24])[CH:22]=[CH:23][C:3]=12.N.[H][H].